Dataset: Full USPTO retrosynthesis dataset with 1.9M reactions from patents (1976-2016). Task: Predict the reactants needed to synthesize the given product. (1) Given the product [Br:20][C:17]1[CH:16]=[CH:15][C:14]([C:9]23[CH2:10][CH2:11][C:6]([C:4](=[O:5])[CH2:3][NH:2][C:30](=[O:31])[C@@H:29]([NH:28][C:26](=[O:27])[O:25][C:21]([CH3:24])([CH3:23])[CH3:22])[C:33]([CH3:36])([CH3:35])[CH3:34])([CH2:7][CH2:8]2)[CH2:13][CH2:12]3)=[CH:19][CH:18]=1, predict the reactants needed to synthesize it. The reactants are: Cl.[NH2:2][CH2:3][C:4]([C:6]12[CH2:13][CH2:12][C:9]([C:14]3[CH:19]=[CH:18][C:17]([Br:20])=[CH:16][CH:15]=3)([CH2:10][CH2:11]1)[CH2:8][CH2:7]2)=[O:5].[C:21]([O:25][C:26]([NH:28][C@@H:29]([C:33]([CH3:36])([CH3:35])[CH3:34])[C:30](O)=[O:31])=[O:27])([CH3:24])([CH3:23])[CH3:22].CCN(C(C)C)C(C)C.CN(C(ON1N=NC2C=CC=NC1=2)=[N+](C)C)C.F[P-](F)(F)(F)(F)F. (2) Given the product [NH2:31][C:10]1[CH:11]=[C:12]([C@@:13]23[N:22]=[C:21]([NH:23][C:24](=[O:30])[O:25][C:26]([CH3:28])([CH3:27])[CH3:29])[S:20][CH2:19][C@@H:18]2[CH2:17][CH2:16][O:15][CH2:14]3)[C:6]2[O:5][C:4]([F:3])([F:34])[O:8][C:7]=2[CH:9]=1, predict the reactants needed to synthesize it. The reactants are: [Cl-].[NH4+].[F:3][C:4]1([F:34])[O:8][C:7]2[CH:9]=[C:10]([N+:31]([O-])=O)[CH:11]=[C:12]([C@@:13]34[N:22]=[C:21]([NH:23][C:24](=[O:30])[O:25][C:26]([CH3:29])([CH3:28])[CH3:27])[S:20][CH2:19][C@@H:18]3[CH2:17][CH2:16][O:15][CH2:14]4)[C:6]=2[O:5]1. (3) Given the product [C:42]([O:41][C:39]([N:46]1[CH2:50][CH2:49][CH:48]([N:51]2[CH:26]=[N:25][N:24]=[C:22]2[C:16]2[C:15]([NH:14][S:11]([C:8]3[CH:9]=[CH:10][C:5]([C:1]([CH3:4])([CH3:3])[CH3:2])=[CH:6][CH:7]=3)(=[O:13])=[O:12])=[CH:20][C:19]([Cl:21])=[CH:18][N:17]=2)[CH2:47]1)=[O:40])([CH3:45])([CH3:44])[CH3:43], predict the reactants needed to synthesize it. The reactants are: [C:1]([C:5]1[CH:10]=[CH:9][C:8]([S:11]([NH:14][C:15]2[C:16]([C:22]([NH:24][NH2:25])=O)=[N:17][CH:18]=[C:19]([Cl:21])[CH:20]=2)(=[O:13])=[O:12])=[CH:7][CH:6]=1)([CH3:4])([CH3:3])[CH3:2].[CH:26](OC)(OC)OC.C(OC)(=O)NN.[C:39]([N:46]1[CH2:50][CH2:49][CH:48]([NH2:51])[CH2:47]1)([O:41][C:42]([CH3:45])([CH3:44])[CH3:43])=[O:40]. (4) Given the product [F:1][C:2]1[CH:3]=[CH:4][C:5]([CH:8]=[CH:9][C:10]([NH:12][C@H:13]([C:24]([O-:26])=[O:25])[CH2:14][C:15]2[C:23]3[C:18](=[CH:19][CH:20]=[CH:21][CH:22]=3)[NH:17][CH:16]=2)=[O:11])=[CH:6][CH:7]=1.[Na+:29], predict the reactants needed to synthesize it. The reactants are: [F:1][C:2]1[CH:7]=[CH:6][C:5]([CH:8]=[CH:9][C:10]([NH:12][C@H:13]([C:24]([O:26]C)=[O:25])[CH2:14][C:15]2[C:23]3[C:18](=[CH:19][CH:20]=[CH:21][CH:22]=3)[NH:17][CH:16]=2)=[O:11])=[CH:4][CH:3]=1.[OH-].[Na+:29]. (5) The reactants are: [F:1][C:2]1[CH:7]=[C:6]([O:8][CH2:9][CH:10]2[CH2:15][CH2:14][N:13]([CH2:16][C:17]3([C:21]([F:24])([F:23])[F:22])[CH2:20][CH2:19][CH2:18]3)[CH2:12][CH2:11]2)[CH:5]=[CH:4][C:3]=1[C:25]1[CH:30]=[CH:29][C:28]([C:31](O)=[O:32])=[C:27]([F:34])[CH:26]=1.[NH:35]1[CH2:39][CH2:38][CH2:37][C@@H:36]1[CH2:40][OH:41].C1C=CC2N(O)N=NC=2C=1.C(Cl)CCl.CCN(C(C)C)C(C)C. Given the product [F:1][C:2]1[CH:7]=[C:6]([O:8][CH2:9][CH:10]2[CH2:15][CH2:14][N:13]([CH2:16][C:17]3([C:21]([F:23])([F:24])[F:22])[CH2:18][CH2:19][CH2:20]3)[CH2:12][CH2:11]2)[CH:5]=[CH:4][C:3]=1[C:25]1[CH:30]=[CH:29][C:28]([C:31]([N:35]2[CH2:39][CH2:38][CH2:37][C@@H:36]2[CH2:40][OH:41])=[O:32])=[C:27]([F:34])[CH:26]=1, predict the reactants needed to synthesize it. (6) The reactants are: [F:1][CH:2]([F:20])[C:3]1[CH:4]=[C:5]([C:10]2[CH:15]=[C:14]([O:16][CH3:17])[C:13](I)=[CH:12][C:11]=2[F:19])[CH:6]=[C:7]([F:9])[CH:8]=1.[B:21](OC(C)C)([O:26]C(C)C)[O:22]C(C)C.C([Li])CCC.[OH-].[Na+]. Given the product [F:1][CH:2]([F:20])[C:3]1[CH:4]=[C:5]([C:10]2[CH:15]=[C:14]([O:16][CH3:17])[C:13]([B:21]([OH:26])[OH:22])=[CH:12][C:11]=2[F:19])[CH:6]=[C:7]([F:9])[CH:8]=1, predict the reactants needed to synthesize it.